From a dataset of Reaction yield outcomes from USPTO patents with 853,638 reactions. Predict the reaction yield, written as a fraction of the theoretical maximum amount of product (1.0 means a 100% yield; for example, 0.34 means a 34% yield). (1) The reactants are [C:1]([C:5]1[CH:14]=[CH:13][C:8]([C:9]([O:11][CH3:12])=[O:10])=[C:7]([OH:15])[CH:6]=1)([CH3:4])([CH3:3])[CH3:2].[C:16]([NH:23][CH2:24][CH2:25][CH2:26]Br)([O:18][C:19]([CH3:22])([CH3:21])[CH3:20])=[O:17].[I-].[K+]. The catalyst is CN(C=O)C. The product is [C:19]([O:18][C:16]([NH:23][CH2:24][CH2:25][CH2:26][O:15][C:7]1[CH:6]=[C:5]([C:1]([CH3:4])([CH3:2])[CH3:3])[CH:14]=[CH:13][C:8]=1[C:9]([O:11][CH3:12])=[O:10])=[O:17])([CH3:22])([CH3:21])[CH3:20]. The yield is 0.452. (2) The reactants are C([N:9]1[CH2:22][CH2:21][C:20]2[C:19]3[C:18]([C:23]4[CH:28]=[CH:27][CH:26]=[CH:25][C:24]=4[F:29])=[CH:17][CH:16]=[CH:15][C:14]=3[NH:13][C:12]=2[CH2:11][CH2:10]1)(=O)C1C=CC=CC=1.[OH-].[K+].C(O)CO.[NH4+].[OH-]. The catalyst is O.CO.C(Cl)(Cl)Cl. The product is [F:29][C:24]1[CH:25]=[CH:26][CH:27]=[CH:28][C:23]=1[C:18]1[C:19]2[C:20]3[CH2:21][CH2:22][NH:9][CH2:10][CH2:11][C:12]=3[NH:13][C:14]=2[CH:15]=[CH:16][CH:17]=1. The yield is 0.950. (3) The reactants are ClC(Cl)(O[C:5](=[O:11])OC(Cl)(Cl)Cl)Cl.[NH2:13][C:14]1[C:15]2[CH2:26][N:25]([C:27]([O:29][C:30]([CH3:33])([CH3:32])[CH3:31])=[O:28])[C:24]([CH3:35])([CH3:34])[C:16]=2[N:17]([C:19]([O:21][CH2:22][CH3:23])=[O:20])[N:18]=1.C(N(CC)C(C)C)(C)C.[NH:45]1[CH2:50][CH2:49][CH2:48][CH2:47][CH2:46]1. The catalyst is O1CCCC1.CCOC(C)=O.CCCCCC. The product is [N:45]1([C:5]([NH:13][C:14]2[C:15]3[CH2:26][N:25]([C:27]([O:29][C:30]([CH3:33])([CH3:32])[CH3:31])=[O:28])[C:24]([CH3:34])([CH3:35])[C:16]=3[N:17]([C:19]([O:21][CH2:22][CH3:23])=[O:20])[N:18]=2)=[O:11])[CH2:50][CH2:49][CH2:48][CH2:47][CH2:46]1. The yield is 0.720. (4) The yield is 0.152. The product is [ClH:2].[Cl:2][C:3]1[CH:11]=[CH:10][C:6]([C:7]([NH:39][CH2:40][CH2:41][N:42]2[CH2:46][CH2:45][CH2:44][CH2:43]2)=[O:9])=[CH:5][C:4]=1[O:12][C:13]1[CH:18]=[CH:17][N:16]=[C:15]([NH:19][C:20]2[S:21][CH:22]=[C:23]([CH3:25])[N:24]=2)[CH:14]=1. The reactants are Cl.[Cl:2][C:3]1[CH:11]=[CH:10][C:6]([C:7]([OH:9])=O)=[CH:5][C:4]=1[O:12][C:13]1[CH:18]=[CH:17][N:16]=[C:15]([NH:19][C:20]2[S:21][CH:22]=[C:23]([CH3:25])[N:24]=2)[CH:14]=1.C(N(CC)CC)C.C(Cl)(=O)OCC.[NH2:39][CH2:40][CH2:41][N:42]1[CH2:46][CH2:45][CH2:44][CH2:43]1. The catalyst is CN(C=O)C. (5) The reactants are [O:1]=[C:2]1[C:11]2[C:6](=[CH:7][C:8]([C:12]([O:14][CH3:15])=[O:13])=[CH:9][CH:10]=2)[O:5][CH2:4][CH2:3]1.[CH:16](=O)[CH:17]([CH3:19])[CH3:18]. No catalyst specified. The product is [CH3:16][CH:17]([CH3:19])[CH:18]=[C:3]1[C:2](=[O:1])[C:11]2[C:6](=[CH:7][C:8]([C:12]([O:14][CH3:15])=[O:13])=[CH:9][CH:10]=2)[O:5][CH2:4]1. The yield is 0.580. (6) The reactants are [F:1][C:2]1[CH:7]=[CH:6][CH:5]=[C:4]([O:8][CH3:9])[C:3]=1[C@@H:10]1[CH2:12][C@H:11]1[CH2:13][OH:14].[Cl:15][C:16]1[C:21]([C:22]([F:25])([F:24])[F:23])=[C:20](Cl)[CH:19]=[CH:18][N:17]=1. No catalyst specified. The product is [Cl:15][C:16]1[C:21]([C:22]([F:23])([F:24])[F:25])=[C:20]([O:14][CH2:13][C@H:11]2[CH2:12][C@@H:10]2[C:3]2[C:4]([O:8][CH3:9])=[CH:5][CH:6]=[CH:7][C:2]=2[F:1])[CH:19]=[CH:18][N:17]=1. The yield is 0.890. (7) The yield is 0.240. The product is [BrH:1].[Br:22][C:20]1[CH:19]=[CH:18][C:16]2[N:17]3[CH:2]=[C:3]([C:5]4[CH:10]=[CH:9][C:8]([CH3:11])=[CH:7][CH:6]=4)[N:12]=[C:13]3[S:14][C:15]=2[CH:21]=1. The reactants are [Br:1][CH2:2][C:3]([C:5]1[CH:10]=[CH:9][C:8]([CH3:11])=[CH:7][CH:6]=1)=O.[NH2:12][C:13]1[S:14][C:15]2[CH:21]=[C:20]([Br:22])[CH:19]=[CH:18][C:16]=2[N:17]=1. No catalyst specified.